The task is: Predict which catalyst facilitates the given reaction.. This data is from Catalyst prediction with 721,799 reactions and 888 catalyst types from USPTO. (1) Reactant: [N+:1]([C:4]1[CH:16]=[CH:15][C:7]([O:8][CH2:9][C:10]([O:12][CH2:13][CH3:14])=[O:11])=[CH:6][CH:5]=1)([O-])=O. Product: [NH2:1][C:4]1[CH:5]=[CH:6][C:7]([O:8][CH2:9][C:10]([O:12][CH2:13][CH3:14])=[O:11])=[CH:15][CH:16]=1. The catalyst class is: 50. (2) Reactant: [C:1]([O:5][C:6]([N:8]1[CH2:13][CH2:12][C:11](=O)[CH2:10][CH2:9]1)=[O:7])([CH3:4])([CH3:3])[CH3:2].[NH2:15][C:16]1[CH:21]=[CH:20][CH:19]=[CH:18][CH:17]=1.C(O[BH-](OC(=O)C)OC(=O)C)(=O)C.[Na+].[Cl-].[NH4+]. Product: [C:16]1([NH:15][CH:11]2[CH2:12][CH2:13][N:8]([C:6]([O:5][C:1]([CH3:4])([CH3:3])[CH3:2])=[O:7])[CH2:9][CH2:10]2)[CH:21]=[CH:20][CH:19]=[CH:18][CH:17]=1. The catalyst class is: 411. (3) Reactant: O.[Cl:2][C:3]1[CH:4]=[C:5]([CH:9]=[CH:10][C:11]=1[OH:12])[C:6]([OH:8])=[O:7].Cl[C:14]1[CH:15]=C(C=C[C:22]=1O)C(O)=O.C(=O)([O-])[O-].[K+].[K+].I[CH:31]([CH3:33])[CH3:32]. Product: [Cl:2][C:3]1[CH:4]=[C:5]([CH:9]=[CH:10][C:11]=1[O:12][CH:31]([CH3:33])[CH3:32])[C:6]([O:8][CH:14]([CH3:15])[CH3:22])=[O:7]. The catalyst class is: 3. (4) Reactant: Cl[C:2]1[C:11]2=[N:12][N:13](CC3C=CC(OC)=CC=3)[CH:14]=[C:10]2[C:9]2[CH:8]=[C:7]([O:24][CH3:25])[CH:6]=[CH:5][C:4]=2[N:3]=1.[CH3:26][N:27]1[CH2:32][CH2:31][CH:30]([O:33][C:34]2[CH:40]=[CH:39][C:37]([NH2:38])=[CH:36][CH:35]=2)[CH2:29][CH2:28]1.Cl. Product: [CH3:25][O:24][C:7]1[CH:6]=[CH:5][C:4]2[N:3]=[C:2]([NH:38][C:37]3[CH:36]=[CH:35][C:34]([O:33][CH:30]4[CH2:31][CH2:32][N:27]([CH3:26])[CH2:28][CH2:29]4)=[CH:40][CH:39]=3)[C:11]3=[N:12][NH:13][CH:14]=[C:10]3[C:9]=2[CH:8]=1. The catalyst class is: 71.